This data is from Full USPTO retrosynthesis dataset with 1.9M reactions from patents (1976-2016). The task is: Predict the reactants needed to synthesize the given product. (1) Given the product [O:1]1[C:6]2[CH:7]=[CH:8][C:9]([C:11](=[O:17])[CH2:12][CH2:13][C:14]([OH:16])=[O:15])=[CH:10][C:5]=2[O:4][CH2:3][CH2:2]1.[CH3:26][O:25][C:23](=[O:24])[CH:22]([NH2:29])[CH2:21][CH3:20], predict the reactants needed to synthesize it. The reactants are: [O:1]1[C:6]2[CH:7]=[CH:8][C:9]([C:11](=[O:17])[CH2:12][CH2:13][C:14]([OH:16])=[O:15])=[CH:10][C:5]=2[O:4][CH2:3][CH2:2]1.Cl.N[CH2:20][CH2:21][CH2:22][C:23]([O:25][CH3:26])=[O:24].CC[N:29]=C=NCCCN(C)C.Cl. (2) Given the product [CH2:1]([O:3][C:4](=[O:37])[CH2:5][C:6]1[CH:7]=[C:8]([C:14]2[CH:19]=[CH:18][C:17]([NH2:20])=[CH:16][C:15]=2[CH2:23][N:24]([C:27]([O:29][CH2:30][C:31]2[CH:36]=[CH:35][CH:34]=[CH:33][CH:32]=2)=[O:28])[CH2:25][CH3:26])[C:9]([O:12][CH3:13])=[CH:10][CH:11]=1)[CH3:2], predict the reactants needed to synthesize it. The reactants are: [CH2:1]([O:3][C:4](=[O:37])[CH2:5][C:6]1[CH:7]=[C:8]([C:14]2[CH:19]=[CH:18][C:17]([N+:20]([O-])=O)=[CH:16][C:15]=2[CH2:23][N:24]([C:27]([O:29][CH2:30][C:31]2[CH:36]=[CH:35][CH:34]=[CH:33][CH:32]=2)=[O:28])[CH2:25][CH3:26])[C:9]([O:12][CH3:13])=[CH:10][CH:11]=1)[CH3:2].[Sn](Cl)Cl.Cl.